The task is: Predict the reactants needed to synthesize the given product.. This data is from Full USPTO retrosynthesis dataset with 1.9M reactions from patents (1976-2016). (1) Given the product [CH3:1][O:2][C:3]([CH:5]1[CH2:9][CH:8]([CH2:10][O:11][CH:20]([F:28])[F:19])[CH2:7][N:6]1[C:12]([O:14][C:15]([CH3:18])([CH3:17])[CH3:16])=[O:13])=[O:4], predict the reactants needed to synthesize it. The reactants are: [CH3:1][O:2][C:3]([CH:5]1[CH2:9][CH:8]([CH2:10][OH:11])[CH2:7][N:6]1[C:12]([O:14][C:15]([CH3:18])([CH3:17])[CH3:16])=[O:13])=[O:4].[F:19][C:20]([F:28])(S(F)(=O)=O)C(O)=O. (2) The reactants are: [CH3:1][N:2]1[C:10]2[C:5](=[C:6]([CH3:11])[CH:7]=[CH:8][CH:9]=2)[C:4]([CH2:12][C:13]([OH:15])=O)=[CH:3]1.C1(=O)O[C:19](=[O:20])[C:18]2=[CH:22][CH:23]=[CH:24][CH:25]=[C:17]12.C([O-])(=O)C.[Na+]. Given the product [CH3:1][N:2]1[C:10]2[C:5](=[C:6]([CH3:11])[CH:7]=[CH:8][CH:9]=2)[C:4](/[CH:12]=[C:13]2\[O:15][C:19](=[O:20])[C:18]3[C:22]\2=[CH:23][CH:24]=[CH:25][CH:17]=3)=[CH:3]1, predict the reactants needed to synthesize it.